Dataset: NCI-60 drug combinations with 297,098 pairs across 59 cell lines. Task: Regression. Given two drug SMILES strings and cell line genomic features, predict the synergy score measuring deviation from expected non-interaction effect. (1) Drug 1: C1=CC(=CC=C1CC(C(=O)O)N)N(CCCl)CCCl.Cl. Drug 2: C1C(C(OC1N2C=C(C(=O)NC2=O)F)CO)O. Cell line: COLO 205. Synergy scores: CSS=48.9, Synergy_ZIP=-1.20, Synergy_Bliss=-0.300, Synergy_Loewe=2.20, Synergy_HSA=4.84. (2) Drug 1: C1=CC(=C2C(=C1NCCNCCO)C(=O)C3=C(C=CC(=C3C2=O)O)O)NCCNCCO. Drug 2: CC1CCC2CC(C(=CC=CC=CC(CC(C(=O)C(C(C(=CC(C(=O)CC(OC(=O)C3CCCCN3C(=O)C(=O)C1(O2)O)C(C)CC4CCC(C(C4)OC)O)C)C)O)OC)C)C)C)OC. Cell line: SF-539. Synergy scores: CSS=49.3, Synergy_ZIP=1.56, Synergy_Bliss=3.09, Synergy_Loewe=8.56, Synergy_HSA=9.23. (3) Drug 1: CN1CCC(CC1)COC2=C(C=C3C(=C2)N=CN=C3NC4=C(C=C(C=C4)Br)F)OC. Drug 2: C1=NNC2=C1C(=O)NC=N2. Cell line: KM12. Synergy scores: CSS=-10.2, Synergy_ZIP=-3.31, Synergy_Bliss=-15.2, Synergy_Loewe=-18.1, Synergy_HSA=-17.9. (4) Drug 1: CCN(CC)CCNC(=O)C1=C(NC(=C1C)C=C2C3=C(C=CC(=C3)F)NC2=O)C. Drug 2: CS(=O)(=O)OCCCCOS(=O)(=O)C. Cell line: CCRF-CEM. Synergy scores: CSS=17.8, Synergy_ZIP=-8.19, Synergy_Bliss=1.41, Synergy_Loewe=2.35, Synergy_HSA=3.42. (5) Drug 1: CNC(=O)C1=NC=CC(=C1)OC2=CC=C(C=C2)NC(=O)NC3=CC(=C(C=C3)Cl)C(F)(F)F. Drug 2: C(CCl)NC(=O)N(CCCl)N=O. Cell line: U251. Synergy scores: CSS=3.13, Synergy_ZIP=-0.503, Synergy_Bliss=1.62, Synergy_Loewe=-16.7, Synergy_HSA=-7.39. (6) Drug 1: C1CC(=O)NC(=O)C1N2CC3=C(C2=O)C=CC=C3N. Drug 2: C1=CC(=CC=C1CCCC(=O)O)N(CCCl)CCCl. Cell line: MDA-MB-231. Synergy scores: CSS=22.8, Synergy_ZIP=-2.79, Synergy_Bliss=-0.760, Synergy_Loewe=-0.119, Synergy_HSA=1.37. (7) Cell line: T-47D. Synergy scores: CSS=46.8, Synergy_ZIP=18.6, Synergy_Bliss=18.2, Synergy_Loewe=16.9, Synergy_HSA=18.2. Drug 1: CC1C(C(=O)NC(C(=O)N2CCCC2C(=O)N(CC(=O)N(C(C(=O)O1)C(C)C)C)C)C(C)C)NC(=O)C3=C4C(=C(C=C3)C)OC5=C(C(=O)C(=C(C5=N4)C(=O)NC6C(OC(=O)C(N(C(=O)CN(C(=O)C7CCCN7C(=O)C(NC6=O)C(C)C)C)C)C(C)C)C)N)C. Drug 2: CC1C(C(CC(O1)OC2CC(CC3=C2C(=C4C(=C3O)C(=O)C5=CC=CC=C5C4=O)O)(C(=O)C)O)N)O. (8) Drug 1: C1CCN(CC1)CCOC2=CC=C(C=C2)C(=O)C3=C(SC4=C3C=CC(=C4)O)C5=CC=C(C=C5)O. Drug 2: C1=NC2=C(N=C(N=C2N1C3C(C(C(O3)CO)O)O)F)N. Cell line: SF-268. Synergy scores: CSS=-8.94, Synergy_ZIP=5.39, Synergy_Bliss=3.65, Synergy_Loewe=-7.89, Synergy_HSA=-5.87. (9) Drug 1: COC1=C(C=C2C(=C1)N=CN=C2NC3=CC(=C(C=C3)F)Cl)OCCCN4CCOCC4. Drug 2: CC12CCC3C(C1CCC2OP(=O)(O)O)CCC4=C3C=CC(=C4)OC(=O)N(CCCl)CCCl.[Na+]. Cell line: UACC-257. Synergy scores: CSS=5.92, Synergy_ZIP=-2.41, Synergy_Bliss=-12.3, Synergy_Loewe=-14.3, Synergy_HSA=-9.76. (10) Drug 1: CC=C1C(=O)NC(C(=O)OC2CC(=O)NC(C(=O)NC(CSSCCC=C2)C(=O)N1)C(C)C)C(C)C. Drug 2: CS(=O)(=O)OCCCCOS(=O)(=O)C. Cell line: A498. Synergy scores: CSS=46.4, Synergy_ZIP=-0.138, Synergy_Bliss=-1.67, Synergy_Loewe=-0.0173, Synergy_HSA=-0.153.